Dataset: Peptide-MHC class I binding affinity with 185,985 pairs from IEDB/IMGT. Task: Regression. Given a peptide amino acid sequence and an MHC pseudo amino acid sequence, predict their binding affinity value. This is MHC class I binding data. (1) The peptide sequence is YTFCGTIEY. The MHC is HLA-A02:03 with pseudo-sequence HLA-A02:03. The binding affinity (normalized) is 0.0847. (2) The peptide sequence is FLAFFSNGV. The MHC is HLA-B57:01 with pseudo-sequence HLA-B57:01. The binding affinity (normalized) is 0.0847. (3) The peptide sequence is KTSLCLMMML. The MHC is HLA-B57:01 with pseudo-sequence HLA-B57:01. The binding affinity (normalized) is 0.728.